This data is from Reaction yield outcomes from USPTO patents with 853,638 reactions. The task is: Predict the reaction yield, written as a fraction of the theoretical maximum amount of product (1.0 means a 100% yield; for example, 0.34 means a 34% yield). (1) The reactants are [N+:1]([C:4]1[CH:5]=[CH:6][CH:7]=[C:8]2[C:13]=1[N:12]=[CH:11][CH:10]=[C:9]2[N:14]([CH2:28][CH2:29][N:30]([CH3:32])[CH3:31])[C:15](=[O:27])[C:16]1[C:21](OC)=[C:20]([O:24][CH3:25])[CH:19]=[CH:18][C:17]=1I)([O-:3])=[O:2].C(Cl)(=O)[C:34](Cl)=[O:35].COC1C=C(C(I)=CC=1OC)C(O)=O.[N+](C1C=CC=C2C=1N=CC=C2NCCN(C)C)([O-])=O.C(N(CC)CC)C. The catalyst is C(Cl)Cl. The product is [CH3:25][O:24][C:20]1[C:19]([O:35][CH3:34])=[CH:18][C:17]2[C:10]3[C:9](=[C:8]4[CH:7]=[CH:6][CH:5]=[C:4]([N+:1]([O-:3])=[O:2])[C:13]4=[N:12][CH:11]=3)[N:14]([CH2:28][CH2:29][N:30]([CH3:32])[CH3:31])[C:15](=[O:27])[C:16]=2[CH:21]=1. The yield is 0.850. (2) The reactants are [OH:1][CH:2]1[CH2:6][NH:5][C@H:4]([C:7]([OH:9])=[O:8])[CH2:3]1.O.C(N(CC)CC)C.[CH3:18][C:19]1[CH:24]=[CH:23][CH:22]=[CH:21][C:20]=1[C:25]1[CH:30]=[CH:29][C:28]([C:31](Cl)=[O:32])=[CH:27][CH:26]=1. The catalyst is O1CCCC1. The product is [OH:1][C@H:2]1[CH2:6][N:5]([C:31]([C:28]2[CH:27]=[CH:26][C:25]([C:20]3[CH:21]=[CH:22][CH:23]=[CH:24][C:19]=3[CH3:18])=[CH:30][CH:29]=2)=[O:32])[C@H:4]([C:7]([OH:9])=[O:8])[CH2:3]1. The yield is 0.859. (3) The reactants are [CH3:1][O:2][C:3]1[CH:4]=[C:5]([C:9]2[C:14]([CH2:15]O)=[CH:13][CH:12]=[CH:11][N:10]=2)[CH:6]=[CH:7][CH:8]=1.S(Cl)([Cl:19])=O. No catalyst specified. The product is [Cl:19][CH2:15][C:14]1[C:9]([C:5]2[CH:6]=[CH:7][CH:8]=[C:3]([O:2][CH3:1])[CH:4]=2)=[N:10][CH:11]=[CH:12][CH:13]=1. The yield is 0.550. (4) The reactants are [F:1][C:2]1[CH:3]=[C:4]([C:30]2[CH:35]=[CH:34][CH:33]=[CH:32][C:31]=2[C:36]2[NH:40][C:39](=[O:41])[O:38][N:37]=2)[CH:5]=[CH:6][C:7]=1[CH2:8][C:9]1[C:10](=[O:29])[N:11]([CH:22]2[CH2:27][CH2:26][C:25](=[O:28])[CH2:24][CH2:23]2)[C:12]2[N:13]([N:18]=[C:19]([CH3:21])[N:20]=2)[C:14]=1[CH2:15][CH2:16][CH3:17].[BH4-].[Na+]. The catalyst is CO. The product is [F:1][C:2]1[CH:3]=[C:4]([C:30]2[CH:35]=[CH:34][CH:33]=[CH:32][C:31]=2[C:36]2[NH:40][C:39](=[O:41])[O:38][N:37]=2)[CH:5]=[CH:6][C:7]=1[CH2:8][C:9]1[C:10](=[O:29])[N:11]([CH:22]2[CH2:27][CH2:26][CH:25]([OH:28])[CH2:24][CH2:23]2)[C:12]2[N:13]([N:18]=[C:19]([CH3:21])[N:20]=2)[C:14]=1[CH2:15][CH2:16][CH3:17]. The yield is 0.460.